From a dataset of Forward reaction prediction with 1.9M reactions from USPTO patents (1976-2016). Predict the product of the given reaction. Given the reactants Cl.[OH:2]C1N=CC(NC(C2C=CC=CN=2)=O)=CC=1.[CH3:18][N:19]([C:23]1[CH:28]=[CH:27][CH:26]=[CH:25][CH:24]=1)[C:20](Cl)=[O:21].N12CCN(CC1)CC2.O, predict the reaction product. The product is: [CH3:18][N:19]([C:23]1[CH:28]=[CH:27][CH:26]=[CH:25][CH:24]=1)[C:20](=[O:2])[OH:21].